Dataset: Peptide-MHC class II binding affinity with 134,281 pairs from IEDB. Task: Regression. Given a peptide amino acid sequence and an MHC pseudo amino acid sequence, predict their binding affinity value. This is MHC class II binding data. (1) The peptide sequence is YDKFLANVSFVLTGK. The MHC is DRB1_0404 with pseudo-sequence DRB1_0404. The binding affinity (normalized) is 0.543. (2) The peptide sequence is STWYGKPTGAGPKDN. The MHC is HLA-DPA10201-DPB10501 with pseudo-sequence HLA-DPA10201-DPB10501. The binding affinity (normalized) is 0.112. (3) The peptide sequence is YDKFLANVSTVLLGK. The MHC is DRB1_1302 with pseudo-sequence DRB1_1302. The binding affinity (normalized) is 0.778. (4) The peptide sequence is IQLKCSDSMPCKDIK. The MHC is DRB1_0405 with pseudo-sequence DRB1_0405. The binding affinity (normalized) is 0.298.